Dataset: Reaction yield outcomes from USPTO patents with 853,638 reactions. Task: Predict the reaction yield, written as a fraction of the theoretical maximum amount of product (1.0 means a 100% yield; for example, 0.34 means a 34% yield). The reactants are [F:1][C:2]1([F:30])[CH2:7][CH2:6][N:5]([C:8]([C:10]2[NH:11][C:12]3[C:17]([CH:18]=2)=[CH:16][C:15]([C:19]([N:21]2[CH2:26][CH2:25][N:24]([CH:27]([CH3:29])[CH3:28])[CH2:23][CH2:22]2)=[O:20])=[CH:14][CH:13]=3)=[O:9])[CH2:4][CH2:3]1.[CH3:31][O:32][C:33]([C:35]1[CH:40]=[CH:39][C:38](B(O)O)=[CH:37][CH:36]=1)=[O:34].N1C=CC=CC=1. The catalyst is ClCCl.C([O-])(=O)C.[Cu+2].C([O-])(=O)C. The product is [CH3:31][O:32][C:33](=[O:34])[C:35]1[CH:40]=[CH:39][C:38]([N:11]2[C:12]3[C:17](=[CH:16][C:15]([C:19]([N:21]4[CH2:22][CH2:23][N:24]([CH:27]([CH3:28])[CH3:29])[CH2:25][CH2:26]4)=[O:20])=[CH:14][CH:13]=3)[CH:18]=[C:10]2[C:8]([N:5]2[CH2:6][CH2:7][C:2]([F:1])([F:30])[CH2:3][CH2:4]2)=[O:9])=[CH:37][CH:36]=1. The yield is 0.400.